Task: Predict which catalyst facilitates the given reaction.. Dataset: Catalyst prediction with 721,799 reactions and 888 catalyst types from USPTO Reactant: [CH2:1]([O:3][C:4]([C:6]1([C:14]#[N:15])[C:8]2([CH2:13][CH2:12][CH2:11][CH2:10][CH2:9]2)[CH2:7]1)=[O:5])[CH3:2].C(N(CC)CC)C. Product: [CH2:1]([O:3][C:4]([C:6]1([CH2:14][NH2:15])[C:8]2([CH2:13][CH2:12][CH2:11][CH2:10][CH2:9]2)[CH2:7]1)=[O:5])[CH3:2]. The catalyst class is: 171.